Dataset: Forward reaction prediction with 1.9M reactions from USPTO patents (1976-2016). Task: Predict the product of the given reaction. Given the reactants C(O[C:4](=[O:13])[C:5]1[CH:10]=[CH:9][C:8]([NH2:11])=[N:7][C:6]=1[NH2:12])C.[OH-].[Na+].Cl.C(N(CC)CC)C.F[P-](F)(F)(F)(F)F.N1(O[P+](N(C)C)(N(C)C)N(C)C)C2C=CC=CC=2N=N1.[O:51]([C:58]1[S:62][C:61]([CH2:63][NH2:64])=[CH:60][CH:59]=1)[C:52]1[CH:57]=[CH:56][CH:55]=[CH:54][CH:53]=1, predict the reaction product. The product is: [NH2:12][C:6]1[N:7]=[C:8]([NH2:11])[CH:9]=[CH:10][C:5]=1[C:4]([NH:64][CH2:63][C:61]1[S:62][C:58]([O:51][C:52]2[CH:53]=[CH:54][CH:55]=[CH:56][CH:57]=2)=[CH:59][CH:60]=1)=[O:13].